Dataset: NCI-60 drug combinations with 297,098 pairs across 59 cell lines. Task: Regression. Given two drug SMILES strings and cell line genomic features, predict the synergy score measuring deviation from expected non-interaction effect. Drug 1: CCC1=CC2CC(C3=C(CN(C2)C1)C4=CC=CC=C4N3)(C5=C(C=C6C(=C5)C78CCN9C7C(C=CC9)(C(C(C8N6C)(C(=O)OC)O)OC(=O)C)CC)OC)C(=O)OC.C(C(C(=O)O)O)(C(=O)O)O. Drug 2: CC(C1=C(C=CC(=C1Cl)F)Cl)OC2=C(N=CC(=C2)C3=CN(N=C3)C4CCNCC4)N. Cell line: A498. Synergy scores: CSS=27.3, Synergy_ZIP=-9.65, Synergy_Bliss=0.342, Synergy_Loewe=-2.49, Synergy_HSA=1.13.